Dataset: SARS-CoV-2 main protease (3CLPro) crystallographic fragment screen with 879 compounds. Task: Binary Classification. Given a drug SMILES string, predict its activity (active/inactive) in a high-throughput screening assay against a specified biological target. The drug is CC(C)NC(=O)N(C)Cc1cnn(C)c1. The result is 0 (inactive).